From a dataset of Catalyst prediction with 721,799 reactions and 888 catalyst types from USPTO. Predict which catalyst facilitates the given reaction. Reactant: Br[C:2]1[CH:7]=[C:6]([C:8]([F:11])([F:10])[F:9])[CH:5]=[CH:4][C:3]=1[C:12]1[C:21]2[C:16](=[CH:17][C:18]([S:22]([N:25]([CH2:31][C:32]3[CH:37]=[CH:36][C:35]([O:38][CH3:39])=[CH:34][CH:33]=3)[C:26]3[S:30][N:29]=[CH:28][N:27]=3)(=[O:24])=[O:23])=[CH:19][CH:20]=2)[CH:15]=[CH:14][N:13]=1.C(=O)([O-])[O-].[K+].[K+].[N:46]1[CH:51]=[CH:50][C:49](B(O)O)=[CH:48][CH:47]=1.O1CCOCC1. Product: [CH3:39][O:38][C:35]1[CH:36]=[CH:37][C:32]([CH2:31][N:25]([C:26]2[S:30][N:29]=[CH:28][N:27]=2)[S:22]([C:18]2[CH:17]=[C:16]3[C:21](=[CH:20][CH:19]=2)[C:12]([C:3]2[CH:4]=[CH:5][C:6]([C:8]([F:9])([F:10])[F:11])=[CH:7][C:2]=2[C:49]2[CH:50]=[CH:51][N:46]=[CH:47][CH:48]=2)=[N:13][CH:14]=[CH:15]3)(=[O:24])=[O:23])=[CH:33][CH:34]=1. The catalyst class is: 103.